From a dataset of Full USPTO retrosynthesis dataset with 1.9M reactions from patents (1976-2016). Predict the reactants needed to synthesize the given product. (1) Given the product [CH:21]1([CH2:24][NH:25][C:26]2[N:31]([CH3:32])[C:30](=[O:33])[C:29]([C:34]3[CH:39]=[CH:38][C:37]([O:40][C:16]4[CH:15]=[CH:14][N:13]=[C:12]5[N:8]([CH2:7][C:6]6[CH:19]=[CH:20][C:3]([O:2][CH3:1])=[CH:4][CH:5]=6)[N:9]=[C:10]([CH3:18])[C:11]=45)=[C:36]([F:41])[CH:35]=3)=[CH:28][N:27]=2)[CH2:23][CH2:22]1, predict the reactants needed to synthesize it. The reactants are: [CH3:1][O:2][C:3]1[CH:20]=[CH:19][C:6]([CH2:7][N:8]2[C:12]3=[N:13][CH:14]=[CH:15][C:16](Cl)=[C:11]3[C:10]([CH3:18])=[N:9]2)=[CH:5][CH:4]=1.[CH:21]1([CH2:24][NH:25][C:26]2[N:31]([CH3:32])[C:30](=[O:33])[C:29]([C:34]3[CH:39]=[CH:38][C:37]([OH:40])=[C:36]([F:41])[CH:35]=3)=[CH:28][N:27]=2)[CH2:23][CH2:22]1.C(=O)([O-])[O-].[K+].[K+].CC([O-])(C)C.[K+]. (2) Given the product [ClH:20].[ClH:20].[CH3:1][N:2]1[C:6]([C:7]([F:8])([F:9])[F:10])=[C:5]([C@@H:11]([NH2:13])[CH3:12])[CH:4]=[N:3]1, predict the reactants needed to synthesize it. The reactants are: [CH3:1][N:2]1[C:6]([C:7]([F:10])([F:9])[F:8])=[C:5]([C@@H:11]([NH:13][S@@](C(C)(C)C)=O)[CH3:12])[CH:4]=[N:3]1.[ClH:20]. (3) Given the product [Br:1][C:2]1[CH:7]=[C:6]([NH2:8])[CH:5]=[C:4]([Br:11])[N:3]=1, predict the reactants needed to synthesize it. The reactants are: [Br:1][C:2]1[CH:7]=[C:6]([N+:8]([O-])=O)[CH:5]=[C:4]([Br:11])[N+:3]=1[O-].O. (4) Given the product [C:1]([O:5][C:6]([N:8]1[C:16]2[C:11](=[CH:12][CH:13]=[C:14]([OH:17])[CH:15]=2)[CH:10]=[CH:9]1)=[O:7])([CH3:4])([CH3:2])[CH3:3], predict the reactants needed to synthesize it. The reactants are: [C:1]([O:5][C:6]([N:8]1[C:16]2[C:11](=[CH:12][CH:13]=[C:14]([O:17]C(OC(C)(C)C)=O)[CH:15]=2)[CH:10]=[CH:9]1)=[O:7])([CH3:4])([CH3:3])[CH3:2].N1CCOCC1.